Task: Predict which catalyst facilitates the given reaction.. Dataset: Catalyst prediction with 721,799 reactions and 888 catalyst types from USPTO (1) Reactant: [CH3:1][O:2][C:3]1[CH:11]=[C:10]2[C:6]([CH2:7][CH2:8][C:9]2=[O:12])=[CH:5][C:4]=1[N:13]1[CH2:18][CH2:17][O:16][CH2:15][CH2:14]1.[Cl:19][C:20]1[CH:21]=[CH:22][C:23]([C:28]([F:31])([F:30])[F:29])=[C:24]([CH:27]=1)[CH:25]=O.CC1C=CC(S(O)(=O)=O)=CC=1. Product: [Cl:19][C:20]1[CH:21]=[CH:22][C:23]([C:28]([F:29])([F:30])[F:31])=[C:24]([CH:27]=1)/[CH:25]=[C:8]1/[C:9](=[O:12])[C:10]2[C:6]([CH2:7]/1)=[CH:5][C:4]([N:13]1[CH2:14][CH2:15][O:16][CH2:17][CH2:18]1)=[C:3]([O:2][CH3:1])[CH:11]=2. The catalyst class is: 133. (2) Reactant: [C:1]([O-:4])(=[O:3])C.[O:5]=[C:6]1[C@@H:9]([NH3+:10])[CH2:8][NH:7]1.[CH3:11]CN(C(C)C)C(C)C.[CH2:20]([O:24][C:25]1[CH:30]=[CH:29][C:28](C2C=CN(C([O-])=O)C(=O)C=2C)=[CH:27][CH:26]=1)[CH2:21][CH2:22][CH3:23]. Product: [CH2:20]([O:24][C:25]1[CH:30]=[CH:29][C:28]([O:4][C:1](=[O:3])[N:10]([CH3:11])[C@H:9]2[CH2:8][NH:7][C:6]2=[O:5])=[CH:27][CH:26]=1)[CH2:21][CH2:22][CH3:23]. The catalyst class is: 2.